From a dataset of Peptide-MHC class II binding affinity with 134,281 pairs from IEDB. Regression. Given a peptide amino acid sequence and an MHC pseudo amino acid sequence, predict their binding affinity value. This is MHC class II binding data. (1) The peptide sequence is EEWEPLTKKGNVWEV. The MHC is HLA-DQA10401-DQB10402 with pseudo-sequence HLA-DQA10401-DQB10402. The binding affinity (normalized) is 0. (2) The peptide sequence is KQQVIAELYEKFFRI. The MHC is DRB3_0202 with pseudo-sequence DRB3_0202. The binding affinity (normalized) is 0.216. (3) The peptide sequence is LLNRNNSFKPFAEYK. The binding affinity (normalized) is 0.247. The MHC is DRB3_0101 with pseudo-sequence DRB3_0101. (4) The MHC is HLA-DQA10501-DQB10201 with pseudo-sequence HLA-DQA10501-DQB10201. The peptide sequence is AFILDGDNLFPKE. The binding affinity (normalized) is 0.714.